This data is from NCI-60 drug combinations with 297,098 pairs across 59 cell lines. The task is: Regression. Given two drug SMILES strings and cell line genomic features, predict the synergy score measuring deviation from expected non-interaction effect. Drug 1: CCC1(CC2CC(C3=C(CCN(C2)C1)C4=CC=CC=C4N3)(C5=C(C=C6C(=C5)C78CCN9C7C(C=CC9)(C(C(C8N6C=O)(C(=O)OC)O)OC(=O)C)CC)OC)C(=O)OC)O.OS(=O)(=O)O. Drug 2: CC1CCC2CC(C(=CC=CC=CC(CC(C(=O)C(C(C(=CC(C(=O)CC(OC(=O)C3CCCCN3C(=O)C(=O)C1(O2)O)C(C)CC4CCC(C(C4)OC)O)C)C)O)OC)C)C)C)OC. Cell line: NCIH23. Synergy scores: CSS=41.0, Synergy_ZIP=2.24, Synergy_Bliss=3.90, Synergy_Loewe=-4.85, Synergy_HSA=0.317.